This data is from Full USPTO retrosynthesis dataset with 1.9M reactions from patents (1976-2016). The task is: Predict the reactants needed to synthesize the given product. (1) Given the product [CH:32]([NH:31][C:26]1[N:25]=[C:24]([C:22]2[O:21][N:20]=[C:19]([C:17]3[CH:16]=[C:15]([CH3:34])[C:4]([O:5][CH2:6][CH:7]([OH:14])[CH2:8][NH:9][C:10](=[O:13])[CH2:11][OH:12])=[C:3]([CH3:1])[CH:18]=3)[N:23]=2)[CH:29]=[C:28]([CH3:30])[N:27]=1)([CH3:33])[CH3:35], predict the reactants needed to synthesize it. The reactants are: [CH2:1]([C:3]1[CH:18]=[C:17]([C:19]2[N:23]=[C:22]([C:24]3[CH:29]=[C:28]([CH3:30])[N:27]=[C:26]([NH:31][CH2:32][CH3:33])[N:25]=3)[O:21][N:20]=2)[CH:16]=[C:15]([CH3:34])[C:4]=1[O:5][CH2:6][C@@H:7]([OH:14])[CH2:8][NH:9][C:10](=[O:13])[CH2:11][OH:12])C.[CH:35](NC1N=C(C(O)=O)C=C(C)N=1)(C)C.OCC(NCC(O)COC1C(C)=CC(C(=N)NO)=CC=1C)=O. (2) Given the product [F:1][C:2]([F:7])([F:6])[C:3]([OH:5])=[O:4].[F:8][C:9]([F:14])([F:13])[C:10]([OH:12])=[O:11].[Cl:22][C:23]1[CH:24]=[N:25][C:26]2[NH:27][C:28]3[CH:29]=[N:30][CH:31]=[C:32]([CH:54]=3)[CH2:33][CH2:34][C:35]3[CH:43]=[C:39]([NH:40][C:41]=1[N:42]=2)[CH:38]=[CH:37][C:36]=3[NH:44][C:45](=[O:53])[CH2:46][CH:47]1[CH2:52][CH2:51][N:50]([S:57]([CH2:55][CH3:56])(=[O:59])=[O:58])[CH2:49][CH2:48]1, predict the reactants needed to synthesize it. The reactants are: [F:1][C:2]([F:7])([F:6])[C:3]([OH:5])=[O:4].[F:8][C:9]([F:14])([F:13])[C:10]([OH:12])=[O:11].FC(F)(F)C(O)=O.[Cl:22][C:23]1[CH:24]=[N:25][C:26]2[NH:27][C:28]3[CH:29]=[N:30][CH:31]=[C:32]([CH:54]=3)[CH2:33][CH2:34][C:35]3[CH:43]=[C:39]([NH:40][C:41]=1[N:42]=2)[CH:38]=[CH:37][C:36]=3[NH:44][C:45](=[O:53])[CH2:46][CH:47]1[CH2:52][CH2:51][NH:50][CH2:49][CH2:48]1.[CH2:55]([S:57](Cl)(=[O:59])=[O:58])[CH3:56]. (3) Given the product [Br:10][C:4]1[CH:3]=[C:2]([NH:17][C:13]2[CH:12]=[N:11][CH:16]=[CH:15][CH:14]=2)[CH:7]=[C:6]([O:8][CH3:9])[CH:5]=1, predict the reactants needed to synthesize it. The reactants are: Br[C:2]1[CH:7]=[C:6]([O:8][CH3:9])[CH:5]=[C:4]([Br:10])[CH:3]=1.[N:11]1[CH:16]=[CH:15][CH:14]=[C:13]([NH2:17])[CH:12]=1.N1C2C(=C(C3C=C(NC4C=NC=CC=4)C=C(OC)C=3)C=CC=2)C=C1. (4) Given the product [CH:11]([N:24]1[CH2:27][C:26](=[O:28])[CH2:25]1)([C:18]1[CH:23]=[CH:22][CH:21]=[CH:20][CH:19]=1)[C:12]1[CH:13]=[CH:14][CH:15]=[CH:16][CH:17]=1, predict the reactants needed to synthesize it. The reactants are: C(Cl)(=O)C(Cl)=O.CS(C)=O.[CH:11]([N:24]1[CH2:27][CH:26]([OH:28])[CH2:25]1)([C:18]1[CH:23]=[CH:22][CH:21]=[CH:20][CH:19]=1)[C:12]1[CH:17]=[CH:16][CH:15]=[CH:14][CH:13]=1.C(N(CC)CC)C.Cl.[OH-].[Na+]. (5) Given the product [OH:24][CH2:17][C:18]1[CH:23]=[CH:22][C:21]([NH:27][C:9](=[O:10])[O:11][C:12]([CH3:13])([CH3:14])[CH3:15])=[CH:20][CH:19]=1, predict the reactants needed to synthesize it. The reactants are: [C:9](O[C:9]([O:11][C:12]([CH3:15])([CH3:14])[CH3:13])=[O:10])([O:11][C:12]([CH3:15])([CH3:14])[CH3:13])=[O:10].N[CH:17]([OH:24])[C:18]1[CH:23]=[CH:22][CH:21]=[CH:20][CH:19]=1.C([N:27](CC)CC)C. (6) Given the product [Si:1]([O:8][C:9]1[CH:14]=[CH:13][C:12]([O:15][CH2:23][C:24]2[CH:29]=[N:28][C:27]([NH:30][C:31]3[CH:36]=[CH:35][C:34]([Cl:37])=[C:33]([Cl:38])[CH:32]=3)=[N:26][CH:25]=2)=[CH:11][CH:10]=1)([C:4]([CH3:7])([CH3:6])[CH3:5])([CH3:3])[CH3:2], predict the reactants needed to synthesize it. The reactants are: [Si:1]([O:8][C:9]1[CH:14]=[CH:13][C:12]([OH:15])=[CH:11][CH:10]=1)([C:4]([CH3:7])([CH3:6])[CH3:5])([CH3:3])[CH3:2].C([O-])([O-])=O.[Cs+].[Cs+].Cl[CH2:23][C:24]1[CH:25]=[N:26][C:27]([NH:30][C:31]2[CH:36]=[CH:35][C:34]([Cl:37])=[C:33]([Cl:38])[CH:32]=2)=[N:28][CH:29]=1. (7) Given the product [F:17][C:12]1[CH:13]=[CH:14][CH:15]=[C:16]2[C:11]=1[C:10]([NH2:18])=[N:9][C:8]2([C:6]1[CH:7]=[C:2]([C:33]2[CH:34]=[N:35][CH:36]=[C:31]([S:28]([CH3:27])(=[O:30])=[O:29])[CH:32]=2)[CH:3]=[CH:4][C:5]=1[F:26])[C:19]1[CH:24]=[CH:23][N:22]=[C:21]([CH3:25])[CH:20]=1, predict the reactants needed to synthesize it. The reactants are: Br[C:2]1[CH:3]=[CH:4][C:5]([F:26])=[C:6]([C:8]2([C:19]3[CH:24]=[CH:23][N:22]=[C:21]([CH3:25])[CH:20]=3)[C:16]3[C:11](=[C:12]([F:17])[CH:13]=[CH:14][CH:15]=3)[C:10]([NH2:18])=[N:9]2)[CH:7]=1.[CH3:27][S:28]([C:31]1[CH:32]=[C:33](B(O)O)[CH:34]=[N:35][CH:36]=1)(=[O:30])=[O:29].